Dataset: Forward reaction prediction with 1.9M reactions from USPTO patents (1976-2016). Task: Predict the product of the given reaction. (1) The product is: [Br:22][C:12]1[CH:13]=[CH:14][C:5]([O:4][CH:1]([CH3:3])[CH3:2])=[C:6]2[C:11]=1[N:10]=[CH:9][CH:8]=[CH:7]2. Given the reactants [CH:1]([O:4][C:5]1[CH:14]=[CH:13][CH:12]=[C:11]2[C:6]=1[CH:7]=[CH:8][CH:9]=[N:10]2)([CH3:3])[CH3:2].C1C(=O)N([Br:22])C(=O)C1, predict the reaction product. (2) The product is: [OH:40][CH2:35][CH2:34][NH:33][S:23]([C:9]1[C:6]2[C:7](=[O:8])[N:2]([CH3:1])[C:3](=[O:30])[N:4]([CH2:26][CH:27]([CH3:28])[CH3:29])[C:5]=2[S:11][C:10]=1[CH2:12][C:13]1[C:22]2[C:17](=[CH:18][CH:19]=[CH:20][CH:21]=2)[CH:16]=[CH:15][CH:14]=1)(=[O:25])=[O:24]. Given the reactants [CH3:1][N:2]1[C:7](=[O:8])[C:6]2[C:9]([S:23]([O-:25])=[O:24])=[C:10]([CH2:12][C:13]3[C:22]4[C:17](=[CH:18][CH:19]=[CH:20][CH:21]=4)[CH:16]=[CH:15][CH:14]=3)[S:11][C:5]=2[N:4]([CH2:26][CH:27]([CH3:29])[CH3:28])[C:3]1=[O:30].[Li+].Cl[N:33]1C(=O)C[CH2:35][C:34]1=O.[OH2:40], predict the reaction product. (3) Given the reactants [F:1][C:2]1[CH:31]=[CH:30][C:5]([CH2:6][N:7]2[CH2:11][CH2:10][N:9]([C:12]3[CH:16]=[C:15]([C:17](O)=[O:18])[N:14](CC4C=CC(OC)=CC=4)[N:13]=3)[C:8]2=[O:29])=[CH:4][CH:3]=1.O[N:33]1[C:37]2[CH:38]=[CH:39][CH:40]=[CH:41][C:36]=2[N:35]=N1.F[B-](F)(F)F.N1(OC(N(C)C)=[N+](C)C)C2C=CC=CC=2N=N1.C(N(CC)C(C)C)(C)C.N1C=CC=CC=1CN, predict the reaction product. The product is: [F:1][C:2]1[CH:3]=[CH:4][C:5]([CH2:6][N:7]2[CH2:11][CH2:10][N:9]([C:12]3[CH:16]=[C:15]([C:17]([NH:35][CH2:36][C:41]4[CH:40]=[CH:39][CH:38]=[CH:37][N:33]=4)=[O:18])[NH:14][N:13]=3)[C:8]2=[O:29])=[CH:30][CH:31]=1. (4) Given the reactants [Cl:1][C:2]1[CH:3]=[C:4]([S:9][C:10]2[NH:14][C:13]([CH3:15])=[C:12]([C:16]([O:18][CH2:19][CH3:20])=[O:17])[C:11]=2[CH:21]([CH3:23])[CH3:22])[CH:5]=[C:6]([Cl:8])[CH:7]=1.Br.BrC[C:27]1[CH:32]=[CH:31][N:30]=[CH:29][CH:28]=1.[OH-].[Na+], predict the reaction product. The product is: [Cl:1][C:2]1[CH:3]=[C:4]([S:9][C:10]2[N:14]([C:27]3[CH:32]=[CH:31][N:30]=[CH:29][CH:28]=3)[C:13]([CH3:15])=[C:12]([C:16]([O:18][CH2:19][CH3:20])=[O:17])[C:11]=2[CH:21]([CH3:22])[CH3:23])[CH:5]=[C:6]([Cl:8])[CH:7]=1. (5) Given the reactants Br[C:2]1[N:6]([CH3:7])[CH:5]=[N:4][C:3]=1[C:8]1[CH:13]=[C:12]([C:14]#[N:15])[CH:11]=[CH:10][N:9]=1.B(O)(O)[C:17]1[CH:22]=[CH:21][C:20]([C:23]#[CH:24])=[CH:19][CH:18]=1, predict the reaction product. The product is: [C:23]([C:20]1[CH:21]=[CH:22][C:17]([C:2]2[N:6]([CH3:7])[CH:5]=[N:4][C:3]=2[C:8]2[CH:13]=[C:12]([C:14]#[N:15])[CH:11]=[CH:10][N:9]=2)=[CH:18][CH:19]=1)#[CH:24]. (6) The product is: [CH3:1][O:2][C:3]1[CH:8]=[CH:7][CH:6]=[CH:5][C:4]=1[C:9]1[N:14]=[CH:13][N:12]=[C:11]([NH:15][C:25](=[O:26])[C:24]([CH3:29])([CH3:28])[CH3:23])[CH:10]=1. Given the reactants [CH3:1][O:2][C:3]1[CH:8]=[CH:7][CH:6]=[CH:5][C:4]=1[C:9]1[N:14]=[CH:13][N:12]=[C:11]([NH2:15])[CH:10]=1.CCN(CC)CC.[CH3:23][C:24]([CH3:29])([CH3:28])[C:25](Cl)=[O:26], predict the reaction product. (7) Given the reactants C([O:5][C:6]1[CH:11]=[CH:10][CH:9]=[CH:8][C:7]=1[NH:12][C:13]1[CH:27]=[CH:26][C:16]([C:17]([C:19]2[CH:24]=[CH:23][CH:22]=[CH:21][C:20]=2[CH3:25])=[O:18])=[C:15]([Cl:28])[CH:14]=1)(C)(C)C.FC(F)(F)C(O)=O.C([O-])(O)=O.[Na+], predict the reaction product. The product is: [Cl:28][C:15]1[CH:14]=[C:13]([NH:12][C:7]2[CH:8]=[CH:9][CH:10]=[CH:11][C:6]=2[OH:5])[CH:27]=[CH:26][C:16]=1[C:17]([C:19]1[CH:24]=[CH:23][CH:22]=[CH:21][C:20]=1[CH3:25])=[O:18].